From a dataset of Full USPTO retrosynthesis dataset with 1.9M reactions from patents (1976-2016). Predict the reactants needed to synthesize the given product. Given the product [CH:11]1([C:4]2[S:3][C:2]3[NH:1][C:15](=[O:17])[N:44]([CH2:43][C:36]4[CH:37]=[CH:38][C:39]([O:41][CH3:42])=[CH:40][C:35]=4[O:34][CH3:33])[C:7](=[O:9])[C:6]=3[CH:5]=2)[CH2:13][CH2:12]1, predict the reactants needed to synthesize it. The reactants are: [NH2:1][C:2]1[S:3][C:4]([CH:11]2[CH2:13][CH2:12]2)=[CH:5][C:6]=1[C:7]([O:9]C)=O.Cl[C:15](Cl)([O:17]C(=O)OC(Cl)(Cl)Cl)Cl.C(N(CC)CC)C.[CH3:33][O:34][C:35]1[CH:40]=[C:39]([O:41][CH3:42])[CH:38]=[CH:37][C:36]=1[CH2:43][NH2:44].